Dataset: Experimentally validated miRNA-target interactions with 360,000+ pairs, plus equal number of negative samples. Task: Binary Classification. Given a miRNA mature sequence and a target amino acid sequence, predict their likelihood of interaction. (1) The miRNA is hsa-miR-34a-3p with sequence CAAUCAGCAAGUAUACUGCCCU. The protein sequence of the target gene is MPFLHGFRRIIFEYQPLVDAILGSLGIQDPERQESLDRPSYVASEESRILVLTELLERKAHSPFYQEGVSNALLKMAELGLTRAADVLLRHGANLNFEDPVTYYTALHIAVLRNQPDMVELLVHHGADVNRRDRIHESSPLDLASEEPERLPCLQRLLDLGADVNAADKHGKTALLHALASSDGVQIHNTENIRLLLEGGADVKATTKDGDTVFTCIIFLLGETVGGDKEEAQMINRFCFQVTRLLLAHGADPSECPAHESLTHICLKSFKLHFPLLRFLLESGAAYNCSLHGASCWSGF.... Result: 0 (no interaction). (2) The miRNA is hsa-miR-3167 with sequence AGGAUUUCAGAAAUACUGGUGU. The protein sequence of the target gene is MPLEMEPKMSKLVFGCQRSSTSDDDSGCALEEYAWVPPGLRPEQIQLYFACLPEEKVPYVNSPGEKHRIKQLLYQLPPHDNEVRYCQSLSEEEKKELQVFSAQRKKEALGRGTIKLLSRAVMHAVCEQCGLQMNGGEVAVFASRAGPGVCWHPSCFVCFTCNELLVDLIYFYQDGKIHCGRHHAELLKPRCSACDEIIFADECTEAEGRHWHMKHFCCLECETVLGGQRYIMKDGRPFCCGCFESLYAEYCETCGEHIGVDHAQMTYDGQHWHATEACFSCAQCKASLLGCPFLPKQGQI.... Result: 0 (no interaction). (3) The miRNA is hsa-let-7g-5p with sequence UGAGGUAGUAGUUUGUACAGUU. Result: 1 (interaction). The protein sequence of the target gene is MRGLEESGPRPTATPCGCVKPALETGNLLTEPVGYLESCFSAKNGTPRQPSICSYSRACLRIRKRIFNNPEHSLMGLEQFSHVWILFVFHKNGHLSCKAKVQPPRLNGAKTGVFSTRSPHRPNAIGLTLAKLEKVEGGAIYLSGIDMIHGTPVLDIKPYIAEYDSPQNVMEPLADFNLQNNQHTPNTVSQSDSKTDSCDQRQLSGCDEPQPHHSTKRKPKCPEDRTSEENYLTHSDTARIQQAFPMHREIAVDFGLESRRDQSSSVAEEQIGPYCPEKSFSEKGTDKKLERVEGAAVLQG.... (4) The miRNA is hsa-miR-7155-5p with sequence UCUGGGGUCUUGGGCCAUC. The protein sequence of the target gene is MATAAQGPLSLLWGWLWSERFWLPENVSWADLEGPADGYGYPRGRHILSVFPLAAGIFFVRLLFERFIAKPCALCIGIEDSGPYQAQPNAILEKVFISITKYPDKKRLEGLSKQLDWNVRKIQCWFRHRRNQDKPPTLTKFCESMWRFTFYLCIFCYGIRFLWSSPWFWDIRQCWHNYPFQPLSSGLYHYYIMELAFYWSLMFSQFTDIKRKDFLIMFVHHLVTIGLISFSYINNMVRVGTLIMCLHDVSDFLLEAAKLANYAKYQRLCDTLFVIFSAVFMVTRLGIYPFWILNTTLFES.... Result: 0 (no interaction). (5) The miRNA is mmu-miR-3073a-5p with sequence GUGGUCACAGUUGGCGCCAGCC. The protein sequence of the target gene is MSVLRSMDKLPDLNRATVLLVSTEDALLQQLAESMLKDDCASELRVHLANSLPLPSNVNRPRIDLIVFVINLHSKYSLQKVEEFLQHVDSSFFLGKVCFLVTGAGQESHCSVHQNTVIKLAHTYRSPLLLCDLQVESFRAAMARRLVRILQICAGHVPGVSALNLMSLLRSPENPPSKEL. Result: 0 (no interaction). (6) The miRNA is hsa-miR-4280 with sequence GAGUGUAGUUCUGAGCAGAGC. The protein sequence of the target gene is MSGRGKQGGKVRAKAKSRSSRAGLQFPVGRVHRLLRKGNYAERVGAGAPVYLAAVLEYLTAEILELAGNAARDNKKTRIIPRHLQLAIRNDEELNKLLGKVTIAQGGVLPNIQAVLLPKKTESQKTKSK. Result: 0 (no interaction). (7) The miRNA is hsa-miR-199a-5p with sequence CCCAGUGUUCAGACUACCUGUUC. The protein sequence of the target gene is MASTIERKTLEANEEPVDEVLQMPPSLLTCGGCQQSIGDRFFLKAIEQYWHEDCLSCDLCGCRLGEVGRRLYYKLGRKLCRRDYLRLFGQDGLCASCEKRIRAFEMTMRVRDKVYHLECFKCAACQKHFCVGDRYLLINSDIVCEQDIFEWTKLNGSIV. Result: 0 (no interaction). (8) The miRNA is mmu-miR-290a-3p with sequence AAAGUGCCGCCUAGUUUUAAGCCC. The protein sequence of the target gene is MSVQSSSGSLEGPPSWSRLSTSPTPGSAAAARSLLNHTPPSGRPREGAMDELHSLDPRRQELLEARFTGVATGSTGSTGSCSVGAKASTNNESSNHSFGSLGSLSDKESETPEKKQSESSRGRKRKAESQNESSQGKSIGGRGHKISDYFEYQGGNGSSPVRGIPPAIRSPQNSHSHSTPSSSVRPNSPSPTALAFGDHPVVQPKQLSFKITQTDLTMLKLAALESTKNQDLEKKEGRIDDLLRANCDLRRQIDDQQKLLEKYKERLNKCISMSKKLLIEKSTQEKLSSREKSMQDRLRL.... Result: 0 (no interaction).